Dataset: Forward reaction prediction with 1.9M reactions from USPTO patents (1976-2016). Task: Predict the product of the given reaction. (1) Given the reactants [F:1][C:2]1[CH:3]=[C:4]([C@H:8]2[CH2:12][C@@H:11]([OH:13])[CH2:10][N:9]2C(OC(C)(C)C)=O)[CH:5]=[CH:6][CH:7]=1.C(O)(C(F)(F)F)=O, predict the reaction product. The product is: [F:1][C:2]1[CH:3]=[C:4]([C@@H:8]2[NH:9][CH2:10][C@H:11]([OH:13])[CH2:12]2)[CH:5]=[CH:6][CH:7]=1. (2) Given the reactants Cl[C:2]1[C:11]2[C:6](=[CH:7][C:8]([CH:12]([CH3:14])[CH3:13])=[CH:9][CH:10]=2)[N:5]=[CH:4][N:3]=1.[NH2:15][C:16]1[CH:17]=[C:18]([CH:23]=[CH:24][C:25]=1[S:26][C:27]1[CH:32]=[CH:31][C:30]([NH:33][C:34]([O:36][C:37]([CH3:40])([CH3:39])[CH3:38])=[O:35])=[CH:29][CH:28]=1)[C:19]([O:21][CH3:22])=[O:20], predict the reaction product. The product is: [C:37]([O:36][C:34]([NH:33][C:30]1[CH:29]=[CH:28][C:27]([S:26][C:25]2[CH:24]=[CH:23][C:18]([C:19]([O:21][CH3:22])=[O:20])=[CH:17][C:16]=2[NH:15][C:2]2[C:11]3[C:6](=[CH:7][C:8]([CH:12]([CH3:14])[CH3:13])=[CH:9][CH:10]=3)[N:5]=[CH:4][N:3]=2)=[CH:32][CH:31]=1)=[O:35])([CH3:40])([CH3:38])[CH3:39].